Dataset: Full USPTO retrosynthesis dataset with 1.9M reactions from patents (1976-2016). Task: Predict the reactants needed to synthesize the given product. (1) Given the product [CH3:1][C:2]1[C:7]([CH3:8])=[CH:6][CH:5]=[CH:4][C:3]=1[O:9][CH:11]1[CH2:12][CH2:13][CH2:14][CH2:15][O:10]1, predict the reactants needed to synthesize it. The reactants are: [CH3:1][C:2]1[C:7]([CH3:8])=[CH:6][CH:5]=[CH:4][C:3]=1[OH:9].[O:10]1[CH:15]=[CH:14][CH:13]=[CH:12][CH2:11]1. (2) Given the product [C:34]([O-:41])(=[O:40])/[CH:35]=[CH:36]\[C:37]([O-:39])=[O:38].[CH2:2]([N:4]1[C:8](=[O:9])[C:7](=[CH:10][CH:11]=[C:12]2[N:16]([CH3:17])[C:15]3[CH:18]=[CH:19][CH:20]=[CH:21][C:14]=3[S:13]2)[S:6][C:5]1=[CH:22][C:23]1[S:24][C:25]2[CH:32]=[CH:31][C:30]([F:33])=[CH:29][C:26]=2[N+:27]=1[CH3:28])[CH3:3].[CH2:2]([N:4]1[C:8](=[O:9])[C:7](=[CH:10][CH:11]=[C:12]2[N:16]([CH3:17])[C:15]3[CH:18]=[CH:19][CH:20]=[CH:21][C:14]=3[S:13]2)[S:6][C:5]1=[CH:22][C:23]1[S:24][C:25]2[CH:32]=[CH:31][C:30]([F:33])=[CH:29][C:26]=2[N+:27]=1[CH3:28])[CH3:3], predict the reactants needed to synthesize it. The reactants are: [Cl-].[CH2:2]([N:4]1[C:8](=[O:9])[C:7](=[CH:10][CH:11]=[C:12]2[N:16]([CH3:17])[C:15]3[CH:18]=[CH:19][CH:20]=[CH:21][C:14]=3[S:13]2)[S:6][C:5]1=[CH:22][C:23]1[S:24][C:25]2[CH:32]=[CH:31][C:30]([F:33])=[CH:29][C:26]=2[N+:27]=1[CH3:28])[CH3:3].[C:34]([OH:41])(=[O:40])/[CH:35]=[CH:36]\[C:37]([OH:39])=[O:38].